From a dataset of Forward reaction prediction with 1.9M reactions from USPTO patents (1976-2016). Predict the product of the given reaction. (1) The product is: [F:25][C:2]([F:1])([F:24])[O:3][C:4]1[CH:5]=[CH:6][C:7]([S:10]([CH2:13][C:14]2[CH:19]=[CH:18][C:17]([CH2:20][CH2:21][NH2:23])=[CH:16][CH:15]=2)(=[O:12])=[O:11])=[CH:8][CH:9]=1.[ClH:26]. Given the reactants [F:1][C:2]([F:25])([F:24])[O:3][C:4]1[CH:9]=[CH:8][C:7]([S:10]([CH2:13][C:14]2[CH:19]=[CH:18][C:17]([CH2:20][C:21]([NH2:23])=O)=[CH:16][CH:15]=2)(=[O:12])=[O:11])=[CH:6][CH:5]=1.[ClH:26], predict the reaction product. (2) Given the reactants [CH3:1][C:2]([CH3:20])([CH2:18][CH3:19])[CH2:3][CH2:4][C@H:5]([NH:9][C:10]([N:12]1[CH2:17][CH2:16][O:15][CH2:14][CH2:13]1)=[O:11])[C:6]([OH:8])=O.C1C=CC2N(O)N=NC=2C=1.C(Cl)CCl.[NH2:35][C:36]1([C:47]#[N:48])[CH2:41][CH2:40][N:39]([CH2:42][CH2:43][CH2:44][O:45][CH3:46])[CH2:38][CH2:37]1, predict the reaction product. The product is: [C:47]([C:36]1([NH:35][C:6]([C@@H:5]([NH:9][C:10]([N:12]2[CH2:17][CH2:16][O:15][CH2:14][CH2:13]2)=[O:11])[CH2:4][CH2:3][C:2]([CH3:1])([CH3:20])[CH2:18][CH3:19])=[O:8])[CH2:41][CH2:40][N:39]([CH2:42][CH2:43][CH2:44][O:45][CH3:46])[CH2:38][CH2:37]1)#[N:48]. (3) Given the reactants [F:1][C:2]1[CH:9]=[C:8]([OH:10])[C:7]([O:11][CH3:12])=[CH:6][C:3]=1[CH:4]=[O:5].C1(P(C2C=CC=CC=2)C2C=CC=CC=2)C=CC=CC=1.[CH2:32]([N:34]([CH2:39][CH3:40])[CH2:35][CH2:36][CH2:37]O)[CH3:33].N(C(OCC)=O)=NC(OCC)=O, predict the reaction product. The product is: [CH2:32]([N:34]([CH2:39][CH3:40])[CH2:35][CH2:36][CH2:37][O:10][C:8]1[C:7]([O:11][CH3:12])=[CH:6][C:3]([CH:4]=[O:5])=[C:2]([F:1])[CH:9]=1)[CH3:33]. (4) Given the reactants CCN=C=[N:5][CH2:6][CH2:7][CH2:8][N:9](C)C.C1C=CC2N(O)N=NC=2C=1.[Br:22][C:23]1[CH:24]=[C:25]([CH:29]=[CH:30][CH:31]=1)[C:26]([OH:28])=O.NCCC#N.C(=O)(O)[O-].[Na+], predict the reaction product. The product is: [Br:22][C:23]1[CH:24]=[C:25]([CH:29]=[CH:30][CH:31]=1)[C:26]([NH:9][CH2:8][CH2:7][C:6]#[N:5])=[O:28]. (5) Given the reactants [CH3:1][C:2]1[CH:7]=[CH:6][C:5]([C:8]2[CH:13]=[CH:12][CH:11]=[CH:10][C:9]=2[C:14]2[NH:18][C:17](=[O:19])[O:16][N:15]=2)=[CH:4][CH:3]=1.Cl[CH2:21][O:22][CH2:23][CH2:24][O:25][CH3:26].C(N(C(C)C)CC)(C)C, predict the reaction product. The product is: [CH3:21][O:22][CH2:23][CH2:24][O:25][CH2:26][N:18]1[C:17](=[O:19])[O:16][N:15]=[C:14]1[C:9]1[CH:10]=[CH:11][CH:12]=[CH:13][C:8]=1[C:5]1[CH:6]=[CH:7][C:2]([CH3:1])=[CH:3][CH:4]=1. (6) Given the reactants [CH:1]([C:4]1[N:8]=[C:7]([N:9]2[CH2:14][CH2:13][CH:12]([N:15]3[CH2:19][CH2:18][C@H:17]([NH:20]C(=O)OC(C)(C)C)[C:16]3=[O:28])[CH2:11][CH2:10]2)[S:6][N:5]=1)([CH3:3])[CH3:2].C(O)(C(F)(F)F)=O, predict the reaction product. The product is: [NH2:20][C@H:17]1[CH2:18][CH2:19][N:15]([CH:12]2[CH2:11][CH2:10][N:9]([C:7]3[S:6][N:5]=[C:4]([CH:1]([CH3:2])[CH3:3])[N:8]=3)[CH2:14][CH2:13]2)[C:16]1=[O:28].